This data is from Reaction yield outcomes from USPTO patents with 853,638 reactions. The task is: Predict the reaction yield, written as a fraction of the theoretical maximum amount of product (1.0 means a 100% yield; for example, 0.34 means a 34% yield). (1) The reactants are [Cl:1][C:2]1[CH:3]=[CH:4][C:5]([CH3:11])=[C:6]([CH:10]=1)[C:7]([OH:9])=[O:8].OS(O)(=O)=O.[N+:17]([O-])([OH:19])=[O:18]. No catalyst specified. The product is [Cl:1][C:2]1[CH:3]=[C:4]([N+:17]([O-:19])=[O:18])[C:5]([CH3:11])=[C:6]([CH:10]=1)[C:7]([OH:9])=[O:8]. The yield is 0.990. (2) The reactants are [CH3:1][S:2][C:3]1(C(O)=O)[CH:8]=[CH:7][CH:6]=[CH:5][NH:4]1.B.C1C[O:16][CH2:15]C1. The catalyst is CO. The product is [CH3:1][S:2][C:3]1[C:8]([CH2:15][OH:16])=[CH:7][CH:6]=[CH:5][N:4]=1. The yield is 0.300. (3) The reactants are [NH:1]1[C:9]2[C:4](=[C:5]([CH:10]([C:14]3[CH:19]=[CH:18][CH:17]=[CH:16][CH:15]=3)[CH2:11][CH2:12][NH2:13])[CH:6]=[CH:7][CH:8]=2)[CH:3]=[CH:2]1.[ClH:20]. The catalyst is CCOC(C)=O. The product is [ClH:20].[NH:1]1[C:9]2[C:4](=[C:5]([CH:10]([C:14]3[CH:15]=[CH:16][CH:17]=[CH:18][CH:19]=3)[CH2:11][CH2:12][NH2:13])[CH:6]=[CH:7][CH:8]=2)[CH:3]=[CH:2]1. The yield is 1.00. (4) No catalyst specified. The yield is 0.630. The reactants are Br[C:2]1[C:7]([N+:8]([O-:10])=[O:9])=[CH:6][C:5]([Br:11])=[CH:4][N:3]=1.[F:12][C:13]1[CH:14]=[C:15](B(O)O)[CH:16]=[CH:17][C:18]=1[C:19]([O:21][CH3:22])=[O:20]. The product is [Br:11][C:5]1[CH:6]=[C:7]([N+:8]([O-:10])=[O:9])[C:2]([C:15]2[CH:16]=[CH:17][C:18]([C:19]([O:21][CH3:22])=[O:20])=[C:13]([F:12])[CH:14]=2)=[N:3][CH:4]=1. (5) The reactants are B.O1CCCC1.[F:7][C:8]1[CH:16]=[CH:15][C:11]([C:12](O)=[O:13])=[CH:10][C:9]=1[N+:17]([O-:19])=[O:18].O. The catalyst is O1CCCC1. The product is [F:7][C:8]1[CH:16]=[CH:15][C:11]([CH2:12][OH:13])=[CH:10][C:9]=1[N+:17]([O-:19])=[O:18]. The yield is 0.970. (6) The reactants are [H-].[Na+].[OH:3][C@H:4]1[CH2:8][CH2:7][O:6][CH2:5]1.Cl[CH2:10][C:11]1[CH:16]=[CH:15][CH:14]=[CH:13][N:12]=1. The catalyst is C1COCC1. The product is [O:6]1[CH2:7][CH2:8][C@H:4]([O:3][CH2:10][C:11]2[CH:16]=[CH:15][CH:14]=[CH:13][N:12]=2)[CH2:5]1. The yield is 0.870. (7) The reactants are [CH3:1][N:2]1[C@@H:18]2[CH2:19][C:7]3[CH:8]=[CH:9][C:10]([O:22][CH3:23])=[C:11]4[O:12][C@H:13]5[C:14]([O:20]C)=[CH:15][CH:16]=[C:17]2[C@:5]5([C:6]=34)[CH2:4][CH2:3]1.C(O)=[O:25].S(=O)(=O)(O)O.OO.[OH-].[NH4+]. The catalyst is O.C(O)C. The product is [CH3:1][N:2]1[C@@H:18]2[CH2:19][C:7]3[CH:8]=[CH:9][C:10]([O:22][CH3:23])=[C:11]4[O:12][CH:13]5[C:14]([CH:15]=[CH:16][C@:17]2([OH:25])[C@:5]5([C:6]=34)[CH2:4][CH2:3]1)=[O:20]. The yield is 0.769.